This data is from Peptide-MHC class I binding affinity with 185,985 pairs from IEDB/IMGT. The task is: Regression. Given a peptide amino acid sequence and an MHC pseudo amino acid sequence, predict their binding affinity value. This is MHC class I binding data. (1) The peptide sequence is YFFVKWIGK. The MHC is HLA-A69:01 with pseudo-sequence HLA-A69:01. The binding affinity (normalized) is 0.0847. (2) The peptide sequence is YPASLHKFF. The MHC is HLA-B40:01 with pseudo-sequence HLA-B40:01. The binding affinity (normalized) is 0.0847. (3) The peptide sequence is AVPQVLGGL. The MHC is HLA-A02:16 with pseudo-sequence HLA-A02:16. The binding affinity (normalized) is 0.0847. (4) The peptide sequence is IEFIEVVRL. The MHC is HLA-B44:02 with pseudo-sequence HLA-B44:02. The binding affinity (normalized) is 0.0847. (5) The peptide sequence is RVNKGTGVK. The MHC is HLA-B07:02 with pseudo-sequence HLA-B07:02. The binding affinity (normalized) is 0.127.